Predict the reaction yield, written as a fraction of the theoretical maximum amount of product (1.0 means a 100% yield; for example, 0.34 means a 34% yield). From a dataset of Reaction yield outcomes from USPTO patents with 853,638 reactions. (1) The reactants are [NH2:1][C:2]1[C:3]([O:13][CH3:14])=[N:4][C:5]2[C:10]([N:11]=1)=[CH:9][C:8]([Cl:12])=[CH:7][CH:6]=2.Cl[C:16]([O:18][CH2:19][CH3:20])=[O:17].N1C=CC=CC=1. The catalyst is ClCCl. The product is [Cl:12][C:8]1[CH:9]=[C:10]2[C:5](=[CH:6][CH:7]=1)[N:4]=[C:3]([O:13][CH3:14])[C:2]([NH:1][C:16](=[O:17])[O:18][CH2:19][CH3:20])=[N:11]2. The yield is 0.950. (2) The reactants are [CH3:1][C:2]1[CH:7]=[C:6]([CH3:8])[N:5]=[C:4]([N:9]2[C:17](=[O:18])[C:16]3[C:11](=[CH:12][CH:13]=[CH:14][CH:15]=3)[C:10]2=[O:19])[CH:3]=1.[Cl:20]N1C(=O)CCC1=O.C(OOC(=O)C1C=CC=CC=1)(=O)C1C=CC=CC=1. The catalyst is C(Cl)(Cl)(Cl)Cl. The product is [Cl:20][CH2:1][C:2]1[CH:7]=[C:6]([CH3:8])[N:5]=[C:4]([N:9]2[C:17](=[O:18])[C:16]3[C:11](=[CH:12][CH:13]=[CH:14][CH:15]=3)[C:10]2=[O:19])[CH:3]=1. The yield is 0.170. (3) The reactants are [C:1]([C:4]1[C:9]([NH:10][C:11]([C:13]2[CH:18]=[CH:17][CH:16]=[C:15]([CH3:19])[N:14]=2)=O)=[C:8]([CH3:20])[C:7]([O:21][CH3:22])=[CH:6][CH:5]=1)(=[O:3])[CH3:2].[OH-].[K+].O. The catalyst is N1C=CC=CC=1. The product is [OH:3][C:1]1[C:4]2[C:9](=[C:8]([CH3:20])[C:7]([O:21][CH3:22])=[CH:6][CH:5]=2)[N:10]=[C:11]([C:13]2[CH:18]=[CH:17][CH:16]=[C:15]([CH3:19])[N:14]=2)[CH:2]=1. The yield is 0.950. (4) The reactants are [N:1]1[C:10]2[C:5](=[CH:6][CH:7]=[CH:8][C:9]=2[O:11][C@H:12]([CH3:17])[C:13]([O:15]C)=O)[CH:4]=[CH:3][CH:2]=1.[NH2:18][CH2:19][C@H:20]([OH:31])[CH2:21][N:22]1[CH2:30][C:29]2[C:24](=[CH:25][CH:26]=[CH:27][CH:28]=2)[CH2:23]1. The catalyst is CCO. The product is [OH:31][C@H:20]([CH2:21][N:22]1[CH2:23][C:24]2[C:29](=[CH:28][CH:27]=[CH:26][CH:25]=2)[CH2:30]1)[CH2:19][NH:18][C:13](=[O:15])[C@H:12]([O:11][C:9]1[CH:8]=[CH:7][CH:6]=[C:5]2[C:10]=1[N:1]=[CH:2][CH:3]=[CH:4]2)[CH3:17]. The yield is 0.0880. (5) The reactants are [C:1]([O:5][C:6]([N:8]1[CH2:18][CH2:17][CH2:16][C:10]2([O:14][C:13](=[O:15])[NH:12][CH2:11]2)[CH2:9]1)=[O:7])([CH3:4])([CH3:3])[CH3:2].Br[C:20]1[CH:21]=[CH:22][C:23]([N+:26]([O-:28])=[O:27])=[N:24][CH:25]=1. No catalyst specified. The product is [C:1]([O:5][C:6]([N:8]1[CH2:18][CH2:17][CH2:16][C:10]2([O:14][C:13](=[O:15])[N:12]([C:20]3[CH:25]=[N:24][C:23]([N+:26]([O-:28])=[O:27])=[CH:22][CH:21]=3)[CH2:11]2)[CH2:9]1)=[O:7])([CH3:4])([CH3:2])[CH3:3]. The yield is 0.810. (6) The reactants are F[C:2]1[CH:7]=[CH:6][C:5]([F:8])=[CH:4][C:3]=1[N+:9]([O-:11])=[O:10].[C:12]([NH:19][CH:20]1[CH2:25][CH2:24][NH:23][CH2:22][CH2:21]1)([O:14][C:15]([CH3:18])([CH3:17])[CH3:16])=[O:13]. No catalyst specified. The product is [F:8][C:5]1[CH:6]=[CH:7][C:2]([N:23]2[CH2:22][CH2:21][CH:20]([NH:19][C:12](=[O:13])[O:14][C:15]([CH3:17])([CH3:16])[CH3:18])[CH2:25][CH2:24]2)=[C:3]([N+:9]([O-:11])=[O:10])[CH:4]=1. The yield is 0.970. (7) The reactants are [N:1]1([CH2:7][C:8]2[CH:13]=[CH:12][C:11]([C:14]3[CH:27]=[N:26][C:17]4[NH:18][C:19]5[CH:24]=[N:23][C:22]([NH2:25])=[CH:21][C:20]=5[C:16]=4[CH:15]=3)=[CH:10][CH:9]=2)[CH2:6][CH2:5][CH2:4][CH2:3][CH2:2]1.N1C=CC=CC=1.[CH2:34]([N:36]=[C:37]=[O:38])[CH3:35].C(=O)(O)[O-].[Na+]. The catalyst is C(Cl)Cl.CO.O. The product is [CH2:34]([NH:36][C:37]([NH:25][C:22]1[N:23]=[CH:24][C:19]2[NH:18][C:17]3[N:26]=[CH:27][C:14]([C:11]4[CH:12]=[CH:13][C:8]([CH2:7][N:1]5[CH2:6][CH2:5][CH2:4][CH2:3][CH2:2]5)=[CH:9][CH:10]=4)=[CH:15][C:16]=3[C:20]=2[CH:21]=1)=[O:38])[CH3:35]. The yield is 0.310. (8) The reactants are [CH3:1][C@H:2]1[NH:7][CH2:6][CH2:5][N:4]([C:8]2[CH:13]=[CH:12][C:11](CCC)=[CH:10][CH:9]=2)[CH2:3]1.BrC1C=C[C:21]([O:24]CCC)=[CH:20][CH:19]=1. No catalyst specified. The product is [CH3:1][C@H:2]1[NH:7][CH2:6][CH2:5][N:4]([C:8]2[CH:9]=[CH:10][C:11]([O:24][CH2:21][CH2:20][CH3:19])=[CH:12][CH:13]=2)[CH2:3]1. The yield is 0.340.